This data is from CYP2C19 inhibition data for predicting drug metabolism from PubChem BioAssay. The task is: Regression/Classification. Given a drug SMILES string, predict its absorption, distribution, metabolism, or excretion properties. Task type varies by dataset: regression for continuous measurements (e.g., permeability, clearance, half-life) or binary classification for categorical outcomes (e.g., BBB penetration, CYP inhibition). Dataset: cyp2c19_veith. (1) The drug is CO[C@H]1COC(=O)[C@@H](C)COC(=O)[C@@H](Cc2ccccc2)NC(=O)C/C=C\[C@H]1C. The result is 0 (non-inhibitor). (2) The compound is CCC/C=C(\CCC)C(NC(=O)c1ccccc1)c1ccc(C(=O)OC)cc1. The result is 1 (inhibitor). (3) The drug is S=C(Nc1ccc2cn[nH]c2c1)Nc1ccc2cn[nH]c2c1. The result is 1 (inhibitor). (4) The molecule is O=C(CC1C(=O)NCCN1C(=S)Nc1ccccc1)Nc1ccc2c(c1)OCCO2. The result is 1 (inhibitor). (5) The molecule is COc1ccc(C[C@H](C)NC[C@@H](O)c2ccc(O)c(NC=O)c2)cc1. The result is 1 (inhibitor). (6) The drug is O=S(=O)(c1ccccc1)N1CCC2(CCCN(c3cccc(-c4ccccc4)c3)C2)CC1. The result is 0 (non-inhibitor). (7) The compound is O=C(O)c1cc(C(=O)O)cc(N2C(=O)c3ccccc3C2=O)c1. The result is 0 (non-inhibitor).